This data is from Full USPTO retrosynthesis dataset with 1.9M reactions from patents (1976-2016). The task is: Predict the reactants needed to synthesize the given product. (1) Given the product [Br:14][C:15]1[C:23]([F:24])=[CH:22][C:18]([C:19]([NH:5][CH3:9])=[O:20])=[C:17]([F:25])[CH:16]=1, predict the reactants needed to synthesize it. The reactants are: Cl.CN.O[N:5]1[C:9]2C=CC=CC=2N=N1.[Br:14][C:15]1[C:23]([F:24])=[CH:22][C:18]([C:19](O)=[O:20])=[C:17]([F:25])[CH:16]=1.C(N(CC)CC)C.Cl.CN(C)CCCN=C=NCC. (2) Given the product [F:6][C:7]1[CH:12]=[CH:11][C:10]([NH:13][CH2:2][C:3]([OH:5])=[O:4])=[C:9]([N+:14]([O-:16])=[O:15])[CH:8]=1, predict the reactants needed to synthesize it. The reactants are: Br[CH2:2][C:3]([OH:5])=[O:4].[F:6][C:7]1[CH:12]=[CH:11][C:10]([NH2:13])=[C:9]([N+:14]([O-:16])=[O:15])[CH:8]=1.[NH4+].[OH-]. (3) Given the product [Cl:1][C:2]1[CH:3]=[C:4]([C@H:5]([OH:6])[C@@H:7]2[CH2:12][CH2:11][CH2:10][N:9]([C:13]([O:15][C:16]([CH3:18])([CH3:17])[CH3:19])=[O:14])[CH2:8]2)[CH:20]=[CH:21][CH:22]=1, predict the reactants needed to synthesize it. The reactants are: [Cl:1][C:2]1[CH:3]=[C:4]([CH:20]=[CH:21][CH:22]=1)[C:5]([C@@H:7]1[CH2:12][CH2:11][CH2:10][N:9]([C:13]([O:15][C:16]([CH3:19])([CH3:18])[CH3:17])=[O:14])[CH2:8]1)=[O:6].C1(C)C=CC=CC=1.